This data is from Catalyst prediction with 721,799 reactions and 888 catalyst types from USPTO. The task is: Predict which catalyst facilitates the given reaction. (1) Reactant: [N:1]1[CH:2]=[C:3]([C:10]2[C:14](=[O:15])[NH:13][C:12](=[O:16])[C:11]=2[C:17]2[C:23]3[CH:24]=[C:25]([F:41])[CH:26]=[C:27]4[CH:28](CC[O-])[CH:29]([C:30]([N:32]5[CH2:37][CH2:36][CH2:35][CH2:34][CH2:33]5)=[O:31])[N:21]([C:22]=34)[CH2:20][CH2:19][N:18]=2)[N:4]2[CH:9]=[CH:8][CH:7]=[CH:6][C:5]=12.Cl.[OH-:43].[Na+]. Product: [OH2:15].[OH2:43].[N:1]1[CH:2]=[C:3]([C:10]2[C:14](=[O:15])[NH:13][C:12](=[O:16])[C:11]=2[C:17]2[C:23]3[CH:24]=[C:25]([F:41])[CH:26]=[C:27]4[CH2:28][CH:29]([C:30]([N:32]5[CH2:33][CH2:34][CH2:35][CH2:36][CH2:37]5)=[O:31])[N:21]([C:22]=34)[CH2:20][CH2:19][N:18]=2)[N:4]2[CH:9]=[CH:8][CH:7]=[CH:6][C:5]=12. The catalyst class is: 6. (2) Reactant: [CH:1]1([C@@:7]([C:15]2[O:16][C:17]([CH2:20][N:21]([CH3:23])[CH3:22])=[CH:18][N:19]=2)([C:9]2[CH:14]=[CH:13][CH:12]=[CH:11][CH:10]=2)[OH:8])[CH2:6][CH2:5][CH2:4][CH2:3][CH2:2]1.C[Br:25].[CH2:26]1COCC1. Product: [Br-:25].[CH:9]1([C@:7]([OH:8])([C:1]2[CH:2]=[CH:3][CH:4]=[CH:5][CH:6]=2)[C:15]2[O:16][C:17]([CH2:20][N+:21]([CH3:26])([CH3:23])[CH3:22])=[CH:18][N:19]=2)[CH2:10][CH2:11][CH2:12][CH2:13][CH2:14]1. The catalyst class is: 22.